From a dataset of Full USPTO retrosynthesis dataset with 1.9M reactions from patents (1976-2016). Predict the reactants needed to synthesize the given product. (1) Given the product [N:25]1[CH:30]=[CH:29][CH:28]=[C:27]([NH:31][C:32]([N:1]2[CH2:6][CH2:5][C:4](=[CH:7][C:8]3[CH:24]=[CH:23][CH:22]=[C:10]([O:11][C:12]4[CH:17]=[CH:16][C:15]([C:18]([F:21])([F:19])[F:20])=[CH:14][N:13]=4)[CH:9]=3)[CH2:3][CH2:2]2)=[O:33])[CH:26]=1, predict the reactants needed to synthesize it. The reactants are: [NH:1]1[CH2:6][CH2:5][C:4](=[CH:7][C:8]2[CH:9]=[C:10]([CH:22]=[CH:23][CH:24]=2)[O:11][C:12]2[CH:17]=[CH:16][C:15]([C:18]([F:21])([F:20])[F:19])=[CH:14][N:13]=2)[CH2:3][CH2:2]1.[N:25]1[CH:30]=[CH:29][CH:28]=[C:27]([NH:31][C:32](=O)[O:33]C2C=CC=CC=2)[CH:26]=1.C(N(C(C)C)CC)(C)C. (2) Given the product [ClH:24].[NH:8]([C:10]1[CH:15]=[CH:14][C:13]([C:16]#[N:17])=[CH:12][CH:11]=1)[NH2:9], predict the reactants needed to synthesize it. The reactants are: C(OC([N:8]([C:10]1[CH:15]=[CH:14][C:13]([C:16]#[N:17])=[CH:12][CH:11]=1)[NH2:9])=O)(C)(C)C.O1CCOCC1.[ClH:24]. (3) Given the product [NH2:4][C:3]1[CH:5]=[C:6]([N+:9]([O-:11])=[O:10])[CH:7]=[CH:8][C:2]=1[SH:21], predict the reactants needed to synthesize it. The reactants are: F[C:2]1[CH:8]=[CH:7][C:6]([N+:9]([O-:11])=[O:10])=[CH:5][C:3]=1[NH2:4].O.O.O.O.O.O.O.O.O.[S-2:21].[Na+].[Na+].C(=O)(O)[O-].[Na+].O. (4) Given the product [Cl:1][C:2]1[CH:7]=[CH:6][C:5]([NH:8][C:9](=[O:16])[CH2:10][O:11][CH2:12][C:13]([NH:36][C:35]2[CH:37]=[CH:38][CH:39]=[C:33]([C:30]3[CH:29]=[C:28]([CH3:27])[O:32][CH:31]=3)[CH:34]=2)=[O:15])=[C:4]([CH:3]=1)[C:17]([OH:19])=[O:18], predict the reactants needed to synthesize it. The reactants are: [Cl:1][C:2]1[CH:7]=[CH:6][C:5]([NH:8][C:9](=[O:16])[CH2:10][O:11][CH2:12][C:13]([OH:15])=O)=[C:4]([C:17]([O:19]C)=[O:18])[CH:3]=1.C(Cl)(=O)C(Cl)=O.[CH3:27][C:28]1[O:32][CH:31]=[C:30]([C:33]2[CH:34]=[C:35]([CH:37]=[CH:38][CH:39]=2)[NH2:36])[CH:29]=1.C(=O)(O)[O-].[Na+].